Dataset: Forward reaction prediction with 1.9M reactions from USPTO patents (1976-2016). Task: Predict the product of the given reaction. The product is: [NH2:1][C:4]1[CH:5]=[CH:6][C:7]([C:10]2[N:11]=[C:12]3[C:17]([CH3:18])=[CH:16][CH:15]=[CH:14][N:13]3[CH:19]=2)=[CH:8][CH:9]=1. Given the reactants [N+:1]([C:4]1[CH:9]=[CH:8][C:7]([C:10]2[N:11]=[C:12]3[C:17]([CH3:18])=[CH:16][CH:15]=[CH:14][N:13]3[CH:19]=2)=[CH:6][CH:5]=1)([O-])=O.C1CC=CCC=1, predict the reaction product.